This data is from Forward reaction prediction with 1.9M reactions from USPTO patents (1976-2016). The task is: Predict the product of the given reaction. (1) Given the reactants [NH2:1][C:2]1[C:11]2[C:6](=[CH:7][CH:8]=[CH:9][C:10]=2[O:12][CH2:13][C:14]([NH2:17])([CH3:16])[CH3:15])[N:5]=[C:4]([CH3:18])[C:3]=1[C:19]([O-:21])=[O:20].[OH:22][C:23]1[CH:24]=[C:25]([CH:29]=[C:30]([OH:32])[CH:31]=1)[C:26]([OH:28])=O.[CH3:33][CH2:34]COC(C1CN(C)CCC=1)=O, predict the reaction product. The product is: [NH2:1][C:2]1[C:11]2[C:6](=[CH:7][CH:8]=[CH:9][C:10]=2[O:12][CH2:13][C:14]([NH:17][C:26](=[O:28])[C:25]2[CH:29]=[C:30]([OH:32])[CH:31]=[C:23]([OH:22])[CH:24]=2)([CH3:16])[CH3:15])[N:5]=[C:4]([CH3:18])[C:3]=1[C:19]([O:21][CH2:33][CH3:34])=[O:20]. (2) Given the reactants [CH2:1]([N:8]1[C:16]2[C:11](=[CH:12][C:13]([OH:17])=[CH:14][CH:15]=2)[CH2:10][CH2:9]1)[C:2]1[CH:7]=[CH:6][CH:5]=[CH:4][CH:3]=1.[CH3:18][C@H:19]([N:26]=[C:27]=[O:28])[C:20]1[CH:25]=[CH:24][CH:23]=[CH:22][CH:21]=1, predict the reaction product. The product is: [C:20]1([C@@H:19]([NH:26][C:27](=[O:28])[O:17][C:13]2[CH:12]=[C:11]3[C:16](=[CH:15][CH:14]=2)[N:8]([CH2:1][C:2]2[CH:3]=[CH:4][CH:5]=[CH:6][CH:7]=2)[CH2:9][CH2:10]3)[CH3:18])[CH:25]=[CH:24][CH:23]=[CH:22][CH:21]=1. (3) Given the reactants Cl[C:2]1[CH:7]=[CH:6][N:5]2[N:8]=[CH:9][C:10]([C:11]([O:13][CH2:14][CH3:15])=[O:12])=[C:4]2[N:3]=1.[F:16][C:17]1[CH:18]=[C:19]([CH:25]2[CH2:29][CH2:28][CH2:27][NH:26]2)[C:20]([O:23][CH3:24])=[N:21][CH:22]=1.[F-].[K+], predict the reaction product. The product is: [F:16][C:17]1[CH:18]=[C:19]([CH:25]2[CH2:29][CH2:28][CH2:27][N:26]2[C:2]2[CH:7]=[CH:6][N:5]3[N:8]=[CH:9][C:10]([C:11]([O:13][CH2:14][CH3:15])=[O:12])=[C:4]3[N:3]=2)[C:20]([O:23][CH3:24])=[N:21][CH:22]=1. (4) Given the reactants C[O:2][C:3](=[O:19])[CH:4]=[CH:5][C:6]1[CH:11]=[CH:10][C:9]([C:12]([F:15])([F:14])[F:13])=[CH:8][C:7]=1[NH:16][CH2:17][CH3:18].[Li+].[OH-], predict the reaction product. The product is: [CH2:17]([NH:16][C:7]1[CH:8]=[C:9]([C:12]([F:13])([F:15])[F:14])[CH:10]=[CH:11][C:6]=1[CH:5]=[CH:4][C:3]([OH:19])=[O:2])[CH3:18]. (5) Given the reactants [Li].O=[C:3]([CH:9]([CH3:20])[C:10](=O)[C:11]1[CH:16]=[CH:15][C:14]([O:17][CH3:18])=[CH:13][CH:12]=1)[C:4]([O:6][CH2:7][CH3:8])=[O:5].Cl.[Cl:22][C:23]1[CH:28]=[C:27]([Cl:29])[CH:26]=[CH:25][C:24]=1[NH:30][NH2:31], predict the reaction product. The product is: [CH2:7]([O:6][C:4]([C:3]1[C:9]([CH3:20])=[C:10]([C:11]2[CH:16]=[CH:15][C:14]([O:17][CH3:18])=[CH:13][CH:12]=2)[N:30]([C:24]2[CH:25]=[CH:26][C:27]([Cl:29])=[CH:28][C:23]=2[Cl:22])[N:31]=1)=[O:5])[CH3:8]. (6) Given the reactants [CH3:1][Si:2](N[Si:2]([CH3:4])([CH3:3])[CH3:1])([CH3:4])[CH3:3].C([Li])CCC.[Cl:15][C:16]1[CH:17]=[C:18]([CH:21]=[CH:22][CH:23]=1)[CH:19]=O.C[Si](Cl)(C)C.[CH2:29]([N:31](CC)CC)[CH3:30].C(Cl)(=[O:38])C, predict the reaction product. The product is: [Cl:15][C:16]1[CH:17]=[C:18]([CH:19]=[N:31][C:29]([O:38][Si:2]([CH3:4])([CH3:3])[CH3:1])=[CH2:30])[CH:21]=[CH:22][CH:23]=1. (7) Given the reactants C1(OC)C=CC=CC=1.FC(F)(F)C(O)=O.[CH3:16][O:17][C:18]([C:20]1[CH:21]=[C:22]([CH:32]=[CH:33][CH:34]=1)[O:23][CH2:24][C:25]([O:27]C(C)(C)C)=[O:26])=[O:19], predict the reaction product. The product is: [CH3:16][O:17][C:18]([C:20]1[CH:21]=[C:22]([CH:32]=[CH:33][CH:34]=1)[O:23][CH2:24][C:25]([OH:27])=[O:26])=[O:19]. (8) Given the reactants [Cl:1][C:2]1[CH:7]=[CH:6][CH:5]=[CH:4][C:3]=1[NH:8][C:9]([C:11]1[CH:12]=[N:13][N:14]2[C:19]([C:20]([OH:22])=O)=[CH:18][C:17]([C:23](=[O:34])[NH:24][CH2:25][C:26]3[CH:31]=[CH:30][C:29]([F:32])=[C:28]([F:33])[CH:27]=3)=[N:16][C:15]=12)=[O:10].[C:35](Cl)(=[O:39])[C:36](Cl)=O.F[C:42]1[CH:43]=[C:44]([CH:47]=[CH:48]C=1F)[CH2:45][NH2:46].C(N(CC)CC)C.CN([CH:61]=[O:62])C, predict the reaction product. The product is: [CH3:61][O:62][C:35](=[O:39])[C:36]1[CH:48]=[CH:47][C:44]([CH2:45][NH:46][C:20]([C:19]2[N:14]3[N:13]=[CH:12][C:11]([C:9](=[O:10])[NH:8][C:3]4[CH:4]=[CH:5][CH:6]=[CH:7][C:2]=4[Cl:1])=[C:15]3[N:16]=[C:17]([C:23](=[O:34])[NH:24][CH2:25][C:26]3[CH:31]=[CH:30][C:29]([F:32])=[C:28]([F:33])[CH:27]=3)[CH:18]=2)=[O:22])=[CH:43][CH:42]=1.